From a dataset of Reaction yield outcomes from USPTO patents with 853,638 reactions. Predict the reaction yield, written as a fraction of the theoretical maximum amount of product (1.0 means a 100% yield; for example, 0.34 means a 34% yield). The reactants are [O:1]([CH2:8][CH2:9][C:10]([OH:12])=[O:11])[C:2]1[CH:7]=[CH:6][CH:5]=[CH:4][CH:3]=1.[CH3:13]O. The catalyst is OS(O)(=O)=O. The product is [O:1]([CH2:8][CH2:9][C:10]([O:12][CH3:13])=[O:11])[C:2]1[CH:7]=[CH:6][CH:5]=[CH:4][CH:3]=1. The yield is 0.925.